From a dataset of Forward reaction prediction with 1.9M reactions from USPTO patents (1976-2016). Predict the product of the given reaction. (1) The product is: [NH2:12][C:6]1[CH:7]=[CH:8][C:9]([O:10][CH3:11])=[C:4]([C:36]2[CH:35]=[CH:34][CH:33]=[C:32]([C:38](=[O:40])[CH3:39])[CH:37]=2)[CH:5]=1. Given the reactants N#N.I[C:4]1[CH:5]=[C:6]([NH2:12])[CH:7]=[CH:8][C:9]=1[O:10][CH3:11].C(=O)([O-])[O-].[K+].[K+].[C:32]1(P([C:32]2[CH:37]=[CH:36][CH:35]=[CH:34][CH:33]=2)[C:32]2[CH:37]=[CH:36][CH:35]=[CH:34][CH:33]=2)[CH:37]=[CH:36][CH:35]=[CH:34][CH:33]=1.[CH2:38]([OH:40])[CH3:39], predict the reaction product. (2) Given the reactants [CH2:1]([O:3][C:4]([C:6]1[NH:7][C:8]2[C:13]([CH:14]=1)=[CH:12][C:11]([O:15]C)=[C:10]([Cl:17])[CH:9]=2)=[O:5])[CH3:2].B(Br)(Br)Br.C(OCC)(=O)C, predict the reaction product. The product is: [CH2:1]([O:3][C:4]([C:6]1[NH:7][C:8]2[C:13]([CH:14]=1)=[CH:12][C:11]([OH:15])=[C:10]([Cl:17])[CH:9]=2)=[O:5])[CH3:2].